Dataset: Forward reaction prediction with 1.9M reactions from USPTO patents (1976-2016). Task: Predict the product of the given reaction. (1) Given the reactants C(N(CC)CC)C.[CH2:8]([N:11](CC=C)[C:12]([N:14]1[C:18]2[CH:19]=[CH:20][CH:21]=[CH:22][C:17]=2[N:16](C(O)=O)[C:15]1=[O:26])=[O:13])[CH:9]=[CH2:10], predict the reaction product. The product is: [CH2:8]([NH:11][C:12]([N:14]1[C:18]2[CH:19]=[CH:20][CH:21]=[CH:22][C:17]=2[NH:16][C:15]1=[O:26])=[O:13])[CH:9]=[CH2:10]. (2) Given the reactants [N:1]1[CH:6]=[CH:5][CH:4]=[C:3]([CH2:7][OH:8])[CH:2]=1.[C:9](O)(=O)[C:10](C)([CH3:12])[CH3:11].S(OOS([O-])(=O)=O)([O-])(=O)=O.[NH4+].[NH4+].[NH4+].[OH-], predict the reaction product. The product is: [C:10]([C:6]1[CH:5]=[CH:4][C:3]([CH:7]=[O:8])=[CH:2][N:1]=1)([CH3:12])([CH3:11])[CH3:9].